The task is: Predict the reaction yield, written as a fraction of the theoretical maximum amount of product (1.0 means a 100% yield; for example, 0.34 means a 34% yield).. This data is from Reaction yield outcomes from USPTO patents with 853,638 reactions. (1) The reactants are Br[C:2]1[N:7]=[C:6]([O:8][C@@H:9]([C@H:11]2[CH2:15][NH:14][C:13](=[O:16])[CH2:12]2)[CH3:10])[C:5]2[N:17]([CH:20]3[CH2:22][CH2:21]3)[CH:18]=[N:19][C:4]=2[CH:3]=1.[CH3:23][C:24]1[S:28][C:27](B(O)O)=[CH:26][CH:25]=1.C([O-])([O-])=O.[Na+].[Na+].N#N. The catalyst is C1C=CC([P]([Pd]([P](C2C=CC=CC=2)(C2C=CC=CC=2)C2C=CC=CC=2)([P](C2C=CC=CC=2)(C2C=CC=CC=2)C2C=CC=CC=2)[P](C2C=CC=CC=2)(C2C=CC=CC=2)C2C=CC=CC=2)(C2C=CC=CC=2)C2C=CC=CC=2)=CC=1.C(Cl)Cl.COCCOC. The product is [CH:20]1([N:17]2[C:5]3[C:6]([O:8][C@@H:9]([C@H:11]4[CH2:15][NH:14][C:13](=[O:16])[CH2:12]4)[CH3:10])=[N:7][C:2]([C:27]4[S:28][C:24]([CH3:23])=[CH:25][CH:26]=4)=[CH:3][C:4]=3[N:19]=[CH:18]2)[CH2:22][CH2:21]1. The yield is 0.546. (2) The reactants are C[O:2][C:3](=O)[NH:4][CH2:5][CH2:6][C:7]1[CH:12]=[CH:11][CH:10]=[C:9]([Cl:13])[CH:8]=1.N. The yield is 0.390. The product is [Cl:13][C:9]1[CH:8]=[C:7]2[C:12](=[CH:11][CH:10]=1)[C:3](=[O:2])[NH:4][CH2:5][CH2:6]2. No catalyst specified. (3) The reactants are C([O:3][C:4]([C:6]1[C:7]2[C:24]([CH3:25])=[N:23][N:22]([CH:26]3[CH2:31][CH2:30][CH2:29][CH2:28][O:27]3)[C:8]=2[N:9]=[C:10]([C:12]2[CH:17]=[CH:16][C:15]([O:18][CH2:19][O:20][CH3:21])=[CH:14][CH:13]=2)[CH:11]=1)=[O:5])C.[OH-].[Na+]. The catalyst is C(O)C. The product is [CH3:21][O:20][CH2:19][O:18][C:15]1[CH:16]=[CH:17][C:12]([C:10]2[CH:11]=[C:6]([C:4]([OH:5])=[O:3])[C:7]3[C:24]([CH3:25])=[N:23][N:22]([CH:26]4[CH2:31][CH2:30][CH2:29][CH2:28][O:27]4)[C:8]=3[N:9]=2)=[CH:13][CH:14]=1. The yield is 0.900. (4) The reactants are Br[C:2]1[CH:24]=[CH:23][C:5]2[C:6]3[N:7]([CH:11]=[C:12]([C:14]4[N:18]([CH:19]([CH3:21])[CH3:20])[N:17]=[C:16](C)[N:15]=4)[N:13]=3)[CH2:8][CH2:9][O:10][C:4]=2[CH:3]=1.[Si]([O:32][C:33]([O:35][CH3:36])=[CH2:34])(C(C)(C)C)(C)C.C([Sn](F)(CCCC)CCCC)CCC. The catalyst is O1CCCC1.CC1C=CC=CC=1[P](C1C=CC=CC=1C)([Pd](Cl)(Cl)[P](C1=C(C)C=CC=C1)(C1C=CC=CC=1C)C1C=CC=CC=1C)C1C=CC=CC=1C. The product is [CH:19]([N:18]1[C:14]([C:12]2[N:13]=[C:6]3[C:5]4[CH:23]=[CH:24][C:2]([CH2:34][C:33]([O:35][CH3:36])=[O:32])=[CH:3][C:4]=4[O:10][CH2:9][CH2:8][N:7]3[CH:11]=2)=[N:15][CH:16]=[N:17]1)([CH3:21])[CH3:20]. The yield is 0.510. (5) The reactants are [F:1][C:2]1[CH:26]=[CH:25][C:5]([CH2:6][N:7]2[C:11]3=[CH:12][N:13]=[C:14]([C:20]([O:22][CH2:23][CH3:24])=[O:21])[C:15]([C:16]#[C:17][CH2:18][OH:19])=[C:10]3[CH:9]=[CH:8]2)=[CH:4][CH:3]=1. The catalyst is CO.[Pd]. The product is [F:1][C:2]1[CH:3]=[CH:4][C:5]([CH2:6][N:7]2[C:11]3=[CH:12][N:13]=[C:14]([C:20]([O:22][CH2:23][CH3:24])=[O:21])[C:15]([CH2:16][CH2:17][CH2:18][OH:19])=[C:10]3[CH:9]=[CH:8]2)=[CH:25][CH:26]=1. The yield is 0.880. (6) The reactants are [CH3:1][O:2][C:3]([C:5]1([C:8]2[CH:13]=[CH:12][C:11]([O:14][CH2:15][CH2:16][C:17]([OH:19])=O)=[CH:10][CH:9]=2)[CH2:7][CH2:6]1)=[O:4].C(Cl)(=O)C(Cl)=O. The catalyst is C(Cl)Cl.CN(C=O)C. The product is [O:19]=[C:17]1[C:10]2[C:11](=[CH:12][CH:13]=[C:8]([C:5]3([C:3]([OH:2])=[O:4])[CH2:6][CH2:7]3)[CH:9]=2)[O:14][CH2:15][CH2:16]1.[O:19]=[C:17]1[C:10]2[C:11](=[CH:12][CH:13]=[C:8]([C:5]3([C:3]([O:2][CH3:1])=[O:4])[CH2:6][CH2:7]3)[CH:9]=2)[O:14][CH2:15][CH2:16]1. The yield is 0.190. (7) The reactants are [H-].[Na+].[NH:3]1[C:7]2[CH:8]=[CH:9][CH:10]=[C:11]([C:12]([O:14][CH2:15][CH3:16])=[O:13])[C:6]=2[N:5]=[CH:4]1.Cl[CH2:18][CH2:19][C:20]([NH:23][C:24](=[O:30])[O:25][C:26]([CH3:29])([CH3:28])[CH3:27])([CH3:22])[CH3:21].[I-]. The product is [C:26]([O:25][C:24]([NH:23][C:20]([CH3:21])([CH3:22])[CH2:19][CH2:18][N:3]1[C:7]2[CH:8]=[CH:9][CH:10]=[C:11]([C:12]([O:14][CH2:15][CH3:16])=[O:13])[C:6]=2[N:5]=[CH:4]1)=[O:30])([CH3:29])([CH3:28])[CH3:27]. The catalyst is CN(C)C=O. The yield is 0.160. (8) The reactants are [NH2:1][CH2:2][C@@:3]1([CH2:13][C:14]([O:16]C(C)(C)C)=[O:15])[CH2:9][C@H:8]2[C@@H:4]1[CH:5]=[C:6]([CH:10]([CH3:12])[CH3:11])[CH2:7]2. The catalyst is Cl.C(OCC)(=O)C. The product is [NH2:1][CH2:2][C@@:3]1([CH2:13][C:14]([OH:16])=[O:15])[CH2:9][C@H:8]2[C@@H:4]1[CH:5]=[C:6]([CH:10]([CH3:12])[CH3:11])[CH2:7]2. The yield is 0.510. (9) The reactants are [Br:1][C:2]1[C:3]([C:10]2[CH:15]=[CH:14][C:13]([Cl:16])=[CH:12][CH:11]=2)=[CH:4][C:5]([NH:8][NH2:9])=[N:6][CH:7]=1.[CH3:17][C:18]1[C:23]([CH2:24][C:25](O)=[O:26])=[CH:22][CH:21]=[C:20]([C:28]([F:31])([F:30])[F:29])[N:19]=1.C(N(C(C)C)C(C)C)C.F[P-](F)(F)(F)(F)F.Br[P+](N1CCCC1)(N1CCCC1)N1CCCC1.BrC1C(C2C=CC(Cl)=CC=2)=CC(NNC(=O)CC2C=NC(C(F)(F)F)=CC=2)=NC=1. The catalyst is CC#N. The product is [Br:1][C:2]1[C:3]([C:10]2[CH:11]=[CH:12][C:13]([Cl:16])=[CH:14][CH:15]=2)=[CH:4][C:5]([NH:8][NH:9][C:25](=[O:26])[CH2:24][C:23]2[C:18]([CH3:17])=[N:19][C:20]([C:28]([F:29])([F:31])[F:30])=[CH:21][CH:22]=2)=[N:6][CH:7]=1. The yield is 0.970. (10) The reactants are [OH:1][CH2:2][C@H:3]1[CH2:8][O:7][CH2:6][CH2:5][N:4]1[C:9]([O:11][C:12]([CH3:15])([CH3:14])[CH3:13])=[O:10].C(N(CC)CC)C.[C:23]([Si:27](Cl)([C:34]1[CH:39]=[CH:38][CH:37]=[CH:36][CH:35]=1)[C:28]1[CH:33]=[CH:32][CH:31]=[CH:30][CH:29]=1)([CH3:26])([CH3:25])[CH3:24]. The catalyst is C(Cl)Cl.CN(C1C=CN=CC=1)C.O. The product is [Si:27]([O:1][CH2:2][C@@H:3]1[CH2:8][O:7][CH2:6][CH2:5][N:4]1[C:9]([O:11][C:12]([CH3:15])([CH3:14])[CH3:13])=[O:10])([C:23]([CH3:26])([CH3:25])[CH3:24])([C:34]1[CH:35]=[CH:36][CH:37]=[CH:38][CH:39]=1)[C:28]1[CH:33]=[CH:32][CH:31]=[CH:30][CH:29]=1. The yield is 0.480.